Dataset: Reaction yield outcomes from USPTO patents with 853,638 reactions. Task: Predict the reaction yield, written as a fraction of the theoretical maximum amount of product (1.0 means a 100% yield; for example, 0.34 means a 34% yield). (1) The reactants are [I:1]N1C(=O)CCC1=O.[F:9][C:10]1[CH:11]=[C:12]([CH:16]=[CH:17][C:18]=1[CH3:19])[C:13]([OH:15])=O.S(Cl)(Cl)=O.C(=O)([O-])[O-].[Na+].[Na+].[CH:30]1([NH2:33])[CH2:32][CH2:31]1. The catalyst is FC(F)(F)S(O)(=O)=O. The product is [CH:30]1([NH:33][C:13](=[O:15])[C:12]2[CH:16]=[C:17]([I:1])[C:18]([CH3:19])=[C:10]([F:9])[CH:11]=2)[CH2:32][CH2:31]1. The yield is 0.450. (2) The reactants are [CH3:1][C:2]1[CH:7]=[C:6]([C:8]2[CH:9]=[CH:10][C:11]3[N:17]4[CH2:18][C@H:14]([CH2:15][CH2:16]4)[NH:13][C:12]=3[N:19]=2)[CH:5]=[CH:4][N:3]=1.ClC(Cl)(O[C:24](=[O:30])OC(Cl)(Cl)Cl)Cl.[CH3:32][C:33]1[N:34]=[N:35][C:36]2[CH:37]=[CH:38][CH:39]=[C:40]([NH2:43])[C:41]=2[CH:42]=1.C(N(CC)CC)C. The catalyst is C1COCC1.C([O-])(O)=O.[Na+].C(Cl)Cl.CO. The product is [CH3:32][C:33]1[N:34]=[N:35][C:36]2[C:41]([CH:42]=1)=[C:40]([NH:43][C:24]([N:13]1[C@@H:14]3[CH2:18][N:17]([CH2:16][CH2:15]3)[C:11]3[CH:10]=[CH:9][C:8]([C:6]4[CH:5]=[CH:4][N:3]=[C:2]([CH3:1])[CH:7]=4)=[N:19][C:12]1=3)=[O:30])[CH:39]=[CH:38][CH:37]=2. The yield is 0.420. (3) The reactants are [O:1]1[CH2:6][CH2:5][N:4]([C:7]2[CH:54]=[CH:53][C:10]([CH2:11][NH:12][C:13]([C:15]3[CH:20]=[CH:19][N:18]=[C:17]([C:21]4[CH:26]=[C:25]([N:27]5[CH2:32][CH2:31][CH2:30][CH2:29][CH2:28]5)[CH:24]=[CH:23][C:22]=4[NH:33][C:34]([C:36]4[CH:37]=[C:38]([CH:50]=[CH:51][CH:52]=4)[CH2:39][S:40][CH2:41][CH2:42][C:43]([O:45]C(C)(C)C)=[O:44])=[O:35])[CH:16]=3)=[O:14])=[CH:9][CH:8]=2)[CH2:3][CH2:2]1.FC(F)(F)C(O)=O.C([O-])(O)=O.[Na+]. The catalyst is ClCCl. The product is [O:1]1[CH2:6][CH2:5][N:4]([C:7]2[CH:54]=[CH:53][C:10]([CH2:11][NH:12][C:13]([C:15]3[CH:20]=[CH:19][N:18]=[C:17]([C:21]4[CH:26]=[C:25]([N:27]5[CH2:32][CH2:31][CH2:30][CH2:29][CH2:28]5)[CH:24]=[CH:23][C:22]=4[NH:33][C:34]([C:36]4[CH:37]=[C:38]([CH:50]=[CH:51][CH:52]=4)[CH2:39][S:40][CH2:41][CH2:42][C:43]([OH:45])=[O:44])=[O:35])[CH:16]=3)=[O:14])=[CH:9][CH:8]=2)[CH2:3][CH2:2]1. The yield is 0.130. (4) The catalyst is O1CCOCC1. The reactants are Br[C:2]1[CH:3]=[CH:4][C:5]([NH:8][C:9]([NH:11][C:12]2[CH:17]=[CH:16][CH:15]=[C:14]([C:18]([F:21])([F:20])[F:19])[CH:13]=2)=[O:10])=[N:6][CH:7]=1.B1(B2OC(C)(C)C(C)(C)O2)OC(C)(C)C(C)(C)O1.C1(P(C2CCCCC2)C2CCCCC2)CCCCC1.C([O-])(=O)C.[K+].I[C:65]1[N:69]2[CH:70]=[CH:71][C:72]([C:74]3[CH:79]=[CH:78][N:77]=[CH:76][CH:75]=3)=[CH:73][C:68]2=[N:67][CH:66]=1.C(=O)([O-])[O-].[Na+].[Na+]. The yield is 0.690. The product is [N:77]1[CH:76]=[CH:75][C:74]([C:72]2[CH:71]=[CH:70][N:69]3[C:65]([C:2]4[CH:3]=[CH:4][C:5]([NH:8][C:9]([NH:11][C:12]5[CH:17]=[CH:16][CH:15]=[C:14]([C:18]([F:21])([F:20])[F:19])[CH:13]=5)=[O:10])=[N:6][CH:7]=4)=[CH:66][N:67]=[C:68]3[CH:73]=2)=[CH:79][CH:78]=1. (5) The reactants are [H-].[Na+].[Cl:3][C:4]1[C:12]2[N:11]=[C:10]3[N:13]([C:17]4[CH:22]=[CH:21][C:20]([Cl:23])=[CH:19][C:18]=4[Cl:24])[CH2:14][CH2:15][CH2:16][N:9]3[C:8]=2[C:7]([CH:25]([OH:29])[CH2:26][CH2:27][CH3:28])=[CH:6][CH:5]=1.[CH3:30]I. The catalyst is CN(C)C=O.O. The product is [Cl:3][C:4]1[C:12]2[N:11]=[C:10]3[N:13]([C:17]4[CH:22]=[CH:21][C:20]([Cl:23])=[CH:19][C:18]=4[Cl:24])[CH2:14][CH2:15][CH2:16][N:9]3[C:8]=2[C:7]([CH:25]([O:29][CH3:30])[CH2:26][CH2:27][CH3:28])=[CH:6][CH:5]=1. The yield is 0.360. (6) The reactants are [F:1][C:2]1[CH:7]=[C:6]([F:8])[CH:5]=[CH:4][C:3]=1[NH2:9].N1C=CC=CC=1.Cl[C:17]([O:19][CH2:20][C:21]1[CH:26]=[CH:25][CH:24]=[CH:23][CH:22]=1)=[O:18]. The yield is 0.850. The product is [CH2:20]([O:19][C:17](=[O:18])[NH:9][C:3]1[CH:4]=[CH:5][C:6]([F:8])=[CH:7][C:2]=1[F:1])[C:21]1[CH:26]=[CH:25][CH:24]=[CH:23][CH:22]=1. The catalyst is ClCCl. (7) The reactants are [OH-].[Na+].[CH2:3]([O:14][C:15]1[CH:24]=[CH:23][CH:22]=[CH:21][C:16]=1[C:17]([O:19]C)=[O:18])[CH2:4][CH2:5]/[CH:6]=[CH:7]\[CH2:8][CH2:9][CH2:10][CH2:11][CH2:12][CH3:13]. The catalyst is CO. The product is [CH2:3]([O:14][C:15]1[CH:24]=[CH:23][CH:22]=[CH:21][C:16]=1[C:17]([OH:19])=[O:18])[CH2:4][CH2:5]/[CH:6]=[CH:7]\[CH2:8][CH2:9][CH2:10][CH2:11][CH2:12][CH3:13]. The yield is 0.990. (8) The reactants are [C:1]([O:9][C@@H:10]1[C@H:14]([CH2:15][O:16][C:17](=[O:24])[C:18]2[CH:23]=[CH:22][CH:21]=[CH:20][CH:19]=2)[O:13][C@H:12]([N:25]2[CH:33]=[N:32][C:31]3[C:26]2=[N:27][CH:28]=[N:29][C:30]=3[NH2:34])[C@H:11]1O)(=[O:8])[C:2]1[CH:7]=[CH:6][CH:5]=[CH:4][CH:3]=1.O(C(Cl)=S)C1C=CC=CC=1.[H-].C[Si]([SiH]([Si](C)(C)C)[Si](C)(C)C)(C)C. The catalyst is C(#N)C.CN(C)C1C=CN=CC=1.O1CCOCC1. The product is [C:1]([O:9][C@@H:10]1[C@H:14]([CH2:15][O:16][C:17](=[O:24])[C:18]2[CH:23]=[CH:22][CH:21]=[CH:20][CH:19]=2)[O:13][C@H:12]([N:25]2[CH:33]=[N:32][C:31]3[C:26]2=[N:27][CH:28]=[N:29][C:30]=3[NH2:34])[CH2:11]1)(=[O:8])[C:2]1[CH:3]=[CH:4][CH:5]=[CH:6][CH:7]=1. The yield is 0.960.